From a dataset of Full USPTO retrosynthesis dataset with 1.9M reactions from patents (1976-2016). Predict the reactants needed to synthesize the given product. Given the product [Br:1][C:2]1[N:3]=[C:4]([CH2:22][C:23]([NH:30][CH3:29])=[O:25])[N:5]([C:15]2[CH:16]=[CH:17][C:18]([Cl:21])=[CH:19][CH:20]=2)[C:6]=1[C:7]1[C:8]([F:14])=[CH:9][CH:10]=[CH:11][C:12]=1[F:13], predict the reactants needed to synthesize it. The reactants are: [Br:1][C:2]1[N:3]=[C:4]([CH2:22][C:23]([OH:25])=O)[N:5]([C:15]2[CH:20]=[CH:19][C:18]([Cl:21])=[CH:17][CH:16]=2)[C:6]=1[C:7]1[C:12]([F:13])=[CH:11][CH:10]=[CH:9][C:8]=1[F:14].CN.C[CH2:29][N:30]=C=NCCCN(C)C.Cl.